From a dataset of Catalyst prediction with 721,799 reactions and 888 catalyst types from USPTO. Predict which catalyst facilitates the given reaction. The catalyst class is: 825. Product: [F:25][C:26]1[CH:31]=[CH:30][C:29]([C:32]2[O:33][C:34]3[CH:44]=[CH:43][C:42]([C:45]4[CH:46]=[C:47]([CH:51]=[CH:52][CH:53]=4)[C:48]([NH:55][C:56]([CH3:62])([CH3:61])[C:57]([OH:59])=[O:58])=[O:49])=[CH:41][C:35]=3[C:36]=2[C:37](=[O:40])[NH:38][CH3:39])=[CH:28][CH:27]=1. Reactant: CN(C(ON1N=NC2C=CC=NC1=2)=[N+](C)C)C.F[P-](F)(F)(F)(F)F.[F:25][C:26]1[CH:31]=[CH:30][C:29]([C:32]2[O:33][C:34]3[CH:44]=[CH:43][C:42]([C:45]4[CH:46]=[C:47]([CH:51]=[CH:52][CH:53]=4)[C:48](O)=[O:49])=[CH:41][C:35]=3[C:36]=2[C:37](=[O:40])[NH:38][CH3:39])=[CH:28][CH:27]=1.Cl.[NH2:55][C:56]([CH3:62])([CH3:61])[C:57]([O:59]C)=[O:58].CCN(C(C)C)C(C)C.